Dataset: Merck oncology drug combination screen with 23,052 pairs across 39 cell lines. Task: Regression. Given two drug SMILES strings and cell line genomic features, predict the synergy score measuring deviation from expected non-interaction effect. (1) Cell line: UWB1289BRCA1. Drug 1: CS(=O)(=O)CCNCc1ccc(-c2ccc3ncnc(Nc4ccc(OCc5cccc(F)c5)c(Cl)c4)c3c2)o1. Synergy scores: synergy=3.21. Drug 2: CC1(c2nc3c(C(N)=O)cccc3[nH]2)CCCN1. (2) Drug 1: O=C(O)C1(Cc2cccc(Nc3nccs3)n2)CCC(Oc2cccc(Cl)c2F)CC1. Drug 2: Cc1nc(Nc2ncc(C(=O)Nc3c(C)cccc3Cl)s2)cc(N2CCN(CCO)CC2)n1. Cell line: ES2. Synergy scores: synergy=-0.959. (3) Drug 1: CCN(CC)CCNC(=O)c1c(C)[nH]c(C=C2C(=O)Nc3ccc(F)cc32)c1C. Drug 2: O=C(NOCC(O)CO)c1ccc(F)c(F)c1Nc1ccc(I)cc1F. Cell line: ZR751. Synergy scores: synergy=-5.62. (4) Drug 1: O=C(CCCCCCC(=O)Nc1ccccc1)NO. Drug 2: NC1(c2ccc(-c3nc4ccn5c(=O)[nH]nc5c4cc3-c3ccccc3)cc2)CCC1. Cell line: MDAMB436. Synergy scores: synergy=16.4.